Dataset: Catalyst prediction with 721,799 reactions and 888 catalyst types from USPTO. Task: Predict which catalyst facilitates the given reaction. Reactant: [N:1]1([C:6]([O:8][CH2:9][C:10]2[CH:15]=[CH:14][CH:13]=[CH:12][CH:11]=2)=[O:7])[CH2:5][CH:4]=[CH:3][CH2:2]1.ClC1C=C(C=CC=1)C(OO)=[O:21].C(Cl)(Cl)Cl. Product: [CH:3]12[O:21][CH:4]1[CH2:5][N:1]([C:6]([O:8][CH2:9][C:10]1[CH:15]=[CH:14][CH:13]=[CH:12][CH:11]=1)=[O:7])[CH2:2]2. The catalyst class is: 4.